This data is from NCI-60 drug combinations with 297,098 pairs across 59 cell lines. The task is: Regression. Given two drug SMILES strings and cell line genomic features, predict the synergy score measuring deviation from expected non-interaction effect. (1) Drug 1: CC1OCC2C(O1)C(C(C(O2)OC3C4COC(=O)C4C(C5=CC6=C(C=C35)OCO6)C7=CC(=C(C(=C7)OC)O)OC)O)O. Drug 2: CC1CCCC2(C(O2)CC(NC(=O)CC(C(C(=O)C(C1O)C)(C)C)O)C(=CC3=CSC(=N3)C)C)C. Cell line: HOP-62. Synergy scores: CSS=39.2, Synergy_ZIP=-3.78, Synergy_Bliss=-1.96, Synergy_Loewe=-1.97, Synergy_HSA=-2.02. (2) Drug 1: CC1C(C(CC(O1)OC2CC(CC3=C2C(=C4C(=C3O)C(=O)C5=C(C4=O)C(=CC=C5)OC)O)(C(=O)CO)O)N)O.Cl. Drug 2: N.N.Cl[Pt+2]Cl. Cell line: HT29. Synergy scores: CSS=15.6, Synergy_ZIP=-9.06, Synergy_Bliss=-0.859, Synergy_Loewe=-7.00, Synergy_HSA=0.363.